This data is from Catalyst prediction with 721,799 reactions and 888 catalyst types from USPTO. The task is: Predict which catalyst facilitates the given reaction. Reactant: [CH3:1][C:2]1[CH:3]=[C:4]([CH:8]=[CH:9][C:10]=1[N+:11]([O-:13])=[O:12])[C:5](O)=[O:6].B(OC)(OC)OC. Product: [CH3:1][C:2]1[CH:3]=[C:4]([CH2:5][OH:6])[CH:8]=[CH:9][C:10]=1[N+:11]([O-:13])=[O:12]. The catalyst class is: 7.